From a dataset of Catalyst prediction with 721,799 reactions and 888 catalyst types from USPTO. Predict which catalyst facilitates the given reaction. Reactant: Cl[C:2]1[CH:3]=[C:4]([C:17]2[N:22]=[C:21]([CH3:23])[N:20]=[C:19]([N:24]([CH2:34][C:35]3[CH:40]=[CH:39][C:38]([O:41][CH3:42])=[CH:37][CH:36]=3)[CH2:25][C:26]3[CH:31]=[CH:30][C:29]([O:32][CH3:33])=[CH:28][CH:27]=3)[N:18]=2)[C:5]([NH:8][C:9]2[CH:10]=[N:11][C:12]([O:15][CH3:16])=[CH:13][CH:14]=2)=[N:6][CH:7]=1.C1(P(C2CCCCC2)C2C=CC=CC=2C2C(C(C)C)=CC(C(C)C)=CC=2C(C)C)CCCCC1.C([Sn](CCCC)(CCCC)[C:82]1[CH:87]=[CH:86][N:85]=[N:84][CH:83]=1)CCC. Product: [CH3:33][O:32][C:29]1[CH:30]=[CH:31][C:26]([CH2:25][N:24]([CH2:34][C:35]2[CH:40]=[CH:39][C:38]([O:41][CH3:42])=[CH:37][CH:36]=2)[C:19]2[N:18]=[C:17]([C:4]3[C:5]([NH:8][C:9]4[CH:10]=[N:11][C:12]([O:15][CH3:16])=[CH:13][CH:14]=4)=[N:6][CH:7]=[C:2]([C:82]4[CH:87]=[CH:86][N:85]=[N:84][CH:83]=4)[CH:3]=3)[N:22]=[C:21]([CH3:23])[N:20]=2)=[CH:27][CH:28]=1. The catalyst class is: 110.